From a dataset of Reaction yield outcomes from USPTO patents with 853,638 reactions. Predict the reaction yield, written as a fraction of the theoretical maximum amount of product (1.0 means a 100% yield; for example, 0.34 means a 34% yield). (1) The reactants are ClC1C=CC(C[CH2:9][C:10]([NH2:12])=O)=CC=1CC.[OH-].[Na+].C(OI([C:26]1[CH:31]=[CH:30][CH:29]=[CH:28][CH:27]=1)OC(=O)C)(=O)C.[ClH:32].[CH2:33]1[CH2:37]OCC1. The catalyst is [OH-].[Na+].C1(C)C=CC=CC=1. The product is [Cl:32][C:26]1[CH:27]=[CH:28][C:29]([CH2:9][CH2:10][NH2:12])=[CH:30][C:31]=1[CH2:37][CH3:33]. The yield is 0.860. (2) The product is [CH3:19][C:15]1([CH3:20])[CH2:14][CH2:13][C:12]2[C:11]([N:21]3[CH2:26][CH2:25][O:24][CH2:23][CH2:22]3)=[N:10][C:9]3[O:8][C:7]4[C:2]([NH:27][CH2:28][CH2:29][CH2:30][N:31]5[CH2:35][CH2:34][CH2:33][C:32]5=[O:36])=[N:3][CH:4]=[N:5][C:6]=4[C:18]=3[C:17]=2[CH2:16]1. The reactants are Cl[C:2]1[C:7]2[O:8][C:9]3[N:10]=[C:11]([N:21]4[CH2:26][CH2:25][O:24][CH2:23][CH2:22]4)[C:12]4[CH2:13][CH2:14][C:15]([CH3:20])([CH3:19])[CH2:16][C:17]=4[C:18]=3[C:6]=2[N:5]=[CH:4][N:3]=1.[NH2:27][CH2:28][CH2:29][CH2:30][N:31]1[CH2:35][CH2:34][CH2:33][C:32]1=[O:36]. The catalyst is C(O)C. The yield is 0.340.